From a dataset of Peptide-MHC class I binding affinity with 185,985 pairs from IEDB/IMGT. Regression. Given a peptide amino acid sequence and an MHC pseudo amino acid sequence, predict their binding affinity value. This is MHC class I binding data. The peptide sequence is RIRKDFGKR. The MHC is HLA-A31:01 with pseudo-sequence HLA-A31:01. The binding affinity (normalized) is 0.532.